Dataset: NCI-60 drug combinations with 297,098 pairs across 59 cell lines. Task: Regression. Given two drug SMILES strings and cell line genomic features, predict the synergy score measuring deviation from expected non-interaction effect. Drug 1: CC1=C(C=C(C=C1)C(=O)NC2=CC(=CC(=C2)C(F)(F)F)N3C=C(N=C3)C)NC4=NC=CC(=N4)C5=CN=CC=C5. Drug 2: CS(=O)(=O)OCCCCOS(=O)(=O)C. Cell line: CCRF-CEM. Synergy scores: CSS=26.5, Synergy_ZIP=-9.24, Synergy_Bliss=-4.09, Synergy_Loewe=-1.11, Synergy_HSA=-1.21.